From a dataset of Catalyst prediction with 721,799 reactions and 888 catalyst types from USPTO. Predict which catalyst facilitates the given reaction. Reactant: [CH:1]1([NH2:6])[CH2:5][CH2:4][CH2:3][CH2:2]1.Br[C:8]1[CH:13]=[C:12]([Br:14])[CH:11]=[CH:10][C:9]=1[N+:15]([O-:17])=[O:16]. Product: [Br:14][C:12]1[CH:11]=[CH:10][C:9]([N+:15]([O-:17])=[O:16])=[C:8]([NH:6][CH:1]2[CH2:5][CH2:4][CH2:3][CH2:2]2)[CH:13]=1. The catalyst class is: 51.